From a dataset of Forward reaction prediction with 1.9M reactions from USPTO patents (1976-2016). Predict the product of the given reaction. Given the reactants [O:1]1[CH2:6][CH2:5][N:4]([CH2:7][C:8]([NH:10][C@@H:11]([CH3:22])[C:12]([O:14]CC2C=CC=CC=2)=[O:13])=[O:9])[CH2:3][CH2:2]1, predict the reaction product. The product is: [O:1]1[CH2:6][CH2:5][N:4]([CH2:7][C:8]([NH:10][C@@H:11]([CH3:22])[C:12]([OH:14])=[O:13])=[O:9])[CH2:3][CH2:2]1.